From a dataset of Full USPTO retrosynthesis dataset with 1.9M reactions from patents (1976-2016). Predict the reactants needed to synthesize the given product. Given the product [F:40][C:28]1[CH:29]=[C:30]([C:33]([CH3:38])([CH3:39])[CH2:34][CH2:35][CH2:36][CH3:37])[CH:31]=[CH:32][C:27]=1[CH2:26][CH:15]([NH:16][S:17]([C:20]1[CH:25]=[CH:24][CH:23]=[CH:22][N:21]=1)(=[O:18])=[O:19])[C:11]1[N:10]=[C:9]([NH:8][CH2:41][C:42]([OH:44])=[O:43])[CH:14]=[CH:13][CH:12]=1, predict the reactants needed to synthesize it. The reactants are: C(OC([N:8]([CH2:41][C:42]([O:44]C(C)(C)C)=[O:43])[C:9]1[CH:14]=[CH:13][CH:12]=[C:11]([CH:15]([CH2:26][C:27]2[CH:32]=[CH:31][C:30]([C:33]([CH3:39])([CH3:38])[CH2:34][CH2:35][CH2:36][CH3:37])=[CH:29][C:28]=2[F:40])[NH:16][S:17]([C:20]2[CH:25]=[CH:24][CH:23]=[CH:22][N:21]=2)(=[O:19])=[O:18])[N:10]=1)=O)(C)(C)C.Cl.O1CCOCC1.